This data is from Full USPTO retrosynthesis dataset with 1.9M reactions from patents (1976-2016). The task is: Predict the reactants needed to synthesize the given product. (1) Given the product [CH2:10]([N:8]([CH3:9])[CH2:6][CH2:5][C:4]([CH3:13])([NH2:1])[CH3:12])[CH3:11], predict the reactants needed to synthesize it. The reactants are: [N:1]([C:4]([CH3:13])([CH3:12])[CH2:5][C:6]([N:8]([CH2:10][CH3:11])[CH3:9])=O)=[N+]=[N-].[H-].[H-].[H-].[H-].[Li+].[Al+3].O.[OH-].[Na+]. (2) Given the product [F:34][C:35]1[CH:36]=[C:37]([CH:55]=[CH:56][CH:57]=1)[CH2:38][N:39]1[C:43]([CH3:44])=[C:42]([C:2]2[C:10]3[C:5](=[N:6][CH:7]=[C:8]([C:11]4[CH:16]=[CH:15][C:14]([N:17]5[CH2:22][CH2:21][N:20]([CH3:23])[CH2:19][CH2:18]5)=[CH:13][CH:12]=4)[CH:9]=3)[N:4]([S:24]([C:27]3[CH:33]=[CH:32][C:30]([CH3:31])=[CH:29][CH:28]=3)(=[O:26])=[O:25])[CH:3]=2)[C:41]([CH3:54])=[N:40]1, predict the reactants needed to synthesize it. The reactants are: I[C:2]1[C:10]2[C:5](=[N:6][CH:7]=[C:8]([C:11]3[CH:16]=[CH:15][C:14]([N:17]4[CH2:22][CH2:21][N:20]([CH3:23])[CH2:19][CH2:18]4)=[CH:13][CH:12]=3)[CH:9]=2)[N:4]([S:24]([C:27]2[CH:33]=[CH:32][C:30]([CH3:31])=[CH:29][CH:28]=2)(=[O:26])=[O:25])[CH:3]=1.[F:34][C:35]1[CH:36]=[C:37]([CH:55]=[CH:56][CH:57]=1)[CH2:38][N:39]1[C:43]([CH3:44])=[C:42](B2OC(C)(C)C(C)(C)O2)[C:41]([CH3:54])=[N:40]1.C(=O)([O-])[O-].[Na+].[Na+]. (3) Given the product [NH:1]1[C:9]2[C:4](=[CH:5][C:6]([C:10]([O:12][CH3:14])=[O:11])=[CH:7][CH:8]=2)[CH:3]=[CH:2]1, predict the reactants needed to synthesize it. The reactants are: [NH:1]1[C:9]2[C:4](=[CH:5][C:6]([C:10]([OH:12])=[O:11])=[CH:7][CH:8]=2)[CH:3]=[CH:2]1.N12CCCN=C1CCCC[CH2:14]2.IC. (4) Given the product [F:1][C:2]1[CH:3]=[CH:4][C:5]([C@@H:8]2[CH2:10][C@H:9]2[NH:11][CH2:20][CH2:21][CH2:22][CH2:23][C@H:24]([NH:33][C:34]([NH:36][C:37]2[CH:38]=[CH:39][CH:40]=[CH:41][CH:42]=2)=[O:35])[C:25](=[O:32])[N:26]2[CH2:27][CH2:28][CH2:29][CH2:30][CH2:31]2)=[CH:6][CH:7]=1, predict the reactants needed to synthesize it. The reactants are: [F:1][C:2]1[CH:7]=[CH:6][C:5]([C@@H:8]2[CH2:10][C@H:9]2[NH2:11])=[CH:4][CH:3]=1.CC#N.CS(O[CH2:20][CH2:21][CH2:22][CH2:23][C@H:24]([NH:33][C:34]([NH:36][C:37]1[CH:42]=[CH:41][CH:40]=[CH:39][CH:38]=1)=[O:35])[C:25](=[O:32])[N:26]1[CH2:31][CH2:30][CH2:29][CH2:28][CH2:27]1)(=O)=O.CCN(C(C)C)C(C)C. (5) The reactants are: [Br:1][C:2]1[CH:10]=[CH:9][CH:8]=[C:7]2[C:3]=1[CH:4]=[CH:5][N:6]2[C:11]1[CH:16]=[CH:15][N:14]=[C:13](S(C)=O)[N:12]=1.[CH2:20]([O:22][C:23]([CH:25]1[CH2:30][CH2:29][CH:28]([NH2:31])[CH2:27][CH2:26]1)=[O:24])[CH3:21]. Given the product [CH2:20]([O:22][C:23]([CH:25]1[CH2:30][CH2:29][CH:28]([NH:31][C:13]2[N:12]=[C:11]([N:6]3[C:7]4[C:3](=[C:2]([Br:1])[CH:10]=[CH:9][CH:8]=4)[CH:4]=[CH:5]3)[CH:16]=[CH:15][N:14]=2)[CH2:27][CH2:26]1)=[O:24])[CH3:21], predict the reactants needed to synthesize it. (6) Given the product [CH:1]1([CH:7]2[C:13]3[CH:14]=[CH:15][CH:16]=[CH:17][C:12]=3[N:11]([CH2:18][C:19]([CH:21]3[CH2:22][CH2:23][CH2:24][CH2:25]3)=[O:20])[C:10](=[O:26])[N:9]([CH2:27][C:28]([NH:30][C:31]3[CH:36]=[CH:35][CH:34]=[C:33]([C:37]4[N:38]=[N:39][NH:40][N:41]=4)[CH:32]=3)=[O:29])[NH:8]2)[CH2:6][CH2:5][CH2:4][CH2:3][CH2:2]1, predict the reactants needed to synthesize it. The reactants are: [CH:1]1([CH:7]2[C:13]3[CH:14]=[CH:15][CH:16]=[CH:17][C:12]=3[N:11]([CH2:18][C:19]([CH:21]3[CH2:25][CH2:24][CH2:23][CH2:22]3)=[O:20])[C:10](=[O:26])[N:9]([CH2:27][C:28]([NH:30][C:31]3[CH:32]=[C:33]([C:37]4[N:38]=[N:39][N:40](COC(=O)C(C)(C)C)[N:41]=4)[CH:34]=[CH:35][CH:36]=3)=[O:29])[NH:8]2)[CH2:6][CH2:5][CH2:4][CH2:3][CH2:2]1. (7) The reactants are: [Br:1][C:2]1[CH:9]=[CH:8][C:5]([CH:6]=[O:7])=[C:4](F)[CH:3]=1.C([O-])([O-])=O.[K+].[K+].[OH:17][C:18]1[CH:19]=[N:20][CH:21]=[CH:22][CH:23]=1.O. Given the product [Br:1][C:2]1[CH:9]=[CH:8][C:5]([CH:6]=[O:7])=[C:4]([O:17][C:18]2[CH:19]=[N:20][CH:21]=[CH:22][CH:23]=2)[CH:3]=1, predict the reactants needed to synthesize it.